The task is: Predict the reactants needed to synthesize the given product.. This data is from Full USPTO retrosynthesis dataset with 1.9M reactions from patents (1976-2016). Given the product [Cl:10][C:11]1[CH:12]=[CH:13][C:14]([O:27][CH2:28][CH:29]([CH3:31])[CH3:30])=[C:15]([CH2:17][C:18]2[O:22][C:21]([C:23]3[NH:8][C:1]4[CH:6]=[CH:5][CH:4]=[CH:3][C:2]=4[N:7]=3)=[CH:20][CH:19]=2)[CH:16]=1, predict the reactants needed to synthesize it. The reactants are: [C:1]1([NH2:8])[CH:6]=[CH:5][CH:4]=[CH:3][C:2]=1[NH2:7].Cl.[Cl:10][C:11]1[CH:12]=[CH:13][C:14]([O:27][CH2:28][CH:29]([CH3:31])[CH3:30])=[C:15]([CH2:17][C:18]2[O:22][C:21]([C:23](=N)OC)=[CH:20][CH:19]=2)[CH:16]=1.